This data is from HIV replication inhibition screening data with 41,000+ compounds from the AIDS Antiviral Screen. The task is: Binary Classification. Given a drug SMILES string, predict its activity (active/inactive) in a high-throughput screening assay against a specified biological target. (1) The compound is CCCCCCCCCCCCN1C2CCCC2C(O)C2CCCC21. The result is 0 (inactive). (2) The molecule is Cc1cc2c(C(C)C)c(O)c(O)c(C=NCCc3ccccc3)c2c(O)c1-c1c(C)cc2c(C(C)C)c(O)c(O)c(C=NCCc3ccccc3)c2c1O. The result is 0 (inactive). (3) The drug is O=c1nc(NC2CCCCO2)ccn1CCO. The result is 0 (inactive). (4) The result is 0 (inactive). The compound is CC(=O)Oc1ccc2c(c1)c1c(=O)oc(N(C)C)nc1n2Cc1ccccc1.